Predict which catalyst facilitates the given reaction. From a dataset of Catalyst prediction with 721,799 reactions and 888 catalyst types from USPTO. (1) Reactant: C(Cl)(=O)C(Cl)=O.CS(C)=O.[CH2:11]([O:18][C:19]([N:21]1[CH2:26][CH2:25][C@@H:24]([O:27][C:28]2[CH:33]=[CH:32][CH:31]=[C:30]([CH3:34])[C:29]=2[CH3:35])[C@H:23]([OH:36])[CH2:22]1)=[O:20])[C:12]1[CH:17]=[CH:16][CH:15]=[CH:14][CH:13]=1.C(N(CC)CC)C. Product: [CH3:35][C:29]1[C:30]([CH3:34])=[CH:31][CH:32]=[CH:33][C:28]=1[O:27][CH:24]1[CH2:25][CH2:26][N:21]([C:19]([O:18][CH2:11][C:12]2[CH:17]=[CH:16][CH:15]=[CH:14][CH:13]=2)=[O:20])[CH2:22][C:23]1=[O:36]. The catalyst class is: 46. (2) Reactant: [H-].[Na+].[CH2:3]([C:5]1[CH:10]=[CH:9][C:8]([C:11]2[N:16]=[C:15]([NH:17][CH2:18][CH2:19][CH2:20][O:21][C:22]3[CH:23]=[C:24]4[C:28](=[CH:29][CH:30]=3)[C@H:27]([CH2:31][C:32]([O:34][CH2:35][CH3:36])=[O:33])[CH2:26][CH2:25]4)[C:14]([C:37]([F:40])([F:39])[F:38])=[CH:13][CH:12]=2)=[CH:7][CH:6]=1)[CH3:4].[CH3:41]I. Product: [CH2:3]([C:5]1[CH:6]=[CH:7][C:8]([C:11]2[N:16]=[C:15]([N:17]([CH3:41])[CH2:18][CH2:19][CH2:20][O:21][C:22]3[CH:23]=[C:24]4[C:28](=[CH:29][CH:30]=3)[C@H:27]([CH2:31][C:32]([O:34][CH2:35][CH3:36])=[O:33])[CH2:26][CH2:25]4)[C:14]([C:37]([F:40])([F:38])[F:39])=[CH:13][CH:12]=2)=[CH:9][CH:10]=1)[CH3:4]. The catalyst class is: 3.